Dataset: Forward reaction prediction with 1.9M reactions from USPTO patents (1976-2016). Task: Predict the product of the given reaction. (1) Given the reactants C(=O)([O-])[O-].[K+].[K+].N1CCOCC1.[CH3:13][C:14]1[C:19]([N+:20]([O-:22])=[O:21])=[CH:18][N:17]=[C:16]2[N:23](S(C3C=CC=CC=3)(=O)=O)[CH:24]=[CH:25][C:15]=12, predict the reaction product. The product is: [CH3:13][C:14]1[C:19]([N+:20]([O-:22])=[O:21])=[CH:18][N:17]=[C:16]2[NH:23][CH:24]=[CH:25][C:15]=12. (2) Given the reactants [CH2:1]([O:5][C:6]1[C:10]([CH3:11])=[CH:9][N:8](C(=O)C)[N:7]=1)[CH:2]([CH3:4])[CH3:3].[OH-].[Na+], predict the reaction product. The product is: [CH2:1]([O:5][C:6]1[C:10]([CH3:11])=[CH:9][NH:8][N:7]=1)[CH:2]([CH3:4])[CH3:3]. (3) The product is: [CH2:26]([O:25][C:23]([C:19]1[C:18](=[O:28])[C:17]([C:14]2[CH:13]=[CH:12][C:11]([F:10])=[CH:16][CH:15]=2)=[CH:22][N:21]([CH2:2][C:3]([OH:5])=[O:4])[CH:20]=1)=[O:24])[CH3:27]. Given the reactants Br[CH2:2][C:3]([O:5]C(C)(C)C)=[O:4].[F:10][C:11]1[CH:16]=[CH:15][C:14]([C:17]2[C:18](=[O:28])[C:19]([C:23]([O:25][CH2:26][CH3:27])=[O:24])=[CH:20][NH:21][CH:22]=2)=[CH:13][CH:12]=1.C(=O)([O-])[O-].[Cs+].[Cs+].C(OCC)(=O)C, predict the reaction product. (4) Given the reactants [CH:1]1([C:6]2[C:14]3[C:9](=[CH:10][CH:11]=[CH:12][CH:13]=3)[N:8]([S:15]([C:18]3[CH:26]=[CH:25][C:21]([C:22]([OH:24])=O)=[CH:20][CH:19]=3)(=[O:17])=[O:16])[CH:7]=2)[CH2:5][CH2:4][CH2:3][CH2:2]1.CN1CCOCC1.ClC1N=C(OC)N=C(OC)N=1.[NH2:45][CH2:46][CH:47]1[CH2:52][CH2:51][O:50][CH2:49][CH2:48]1.Cl, predict the reaction product. The product is: [CH:1]1([C:6]2[C:14]3[C:9](=[CH:10][CH:11]=[CH:12][CH:13]=3)[N:8]([S:15]([C:18]3[CH:26]=[CH:25][C:21]([C:22]([NH:45][CH2:46][CH:47]4[CH2:52][CH2:51][O:50][CH2:49][CH2:48]4)=[O:24])=[CH:20][CH:19]=3)(=[O:16])=[O:17])[CH:7]=2)[CH2:2][CH2:3][CH2:4][CH2:5]1. (5) Given the reactants C(=O)([O-])[O-].[Na+].[Na+].[CH3:7][NH:8][C:9]1[CH:17]=[CH:16][C:12]([C:13]([OH:15])=[O:14])=[CH:11][CH:10]=1.[C:18](Cl)(=[O:27])[C:19]1[CH:24]=[CH:23][C:22]([O:25][CH3:26])=[CH:21][CH:20]=1.Cl, predict the reaction product. The product is: [CH3:26][O:25][C:22]1[CH:23]=[CH:24][C:19]([C:18]([N:8]([C:9]2[CH:17]=[CH:16][C:12]([C:13]([OH:15])=[O:14])=[CH:11][CH:10]=2)[CH3:7])=[O:27])=[CH:20][CH:21]=1.